Dataset: Full USPTO retrosynthesis dataset with 1.9M reactions from patents (1976-2016). Task: Predict the reactants needed to synthesize the given product. (1) Given the product [C:1]([NH:6][C:7]1[NH:8][C:9](=[O:24])[C:10]2[N:11]=[CH:12][N:13]([C:22]=2[N:23]=1)[C@@H:14]1[O:21][C@H:18]([CH2:19][O:20][Si:30]([C:33]([CH3:36])([CH3:35])[CH3:34])([CH3:32])[CH3:31])[C@@H:16]([OH:17])[CH2:15]1)(=[O:5])[CH:2]([CH3:4])[CH3:3], predict the reactants needed to synthesize it. The reactants are: [C:1]([NH:6][C:7]1[NH:8][C:9](=[O:24])[C:10]2[N:11]=[CH:12][N:13]([C:22]=2[N:23]=1)[C@@H:14]1[O:21][C@H:18]([CH2:19][OH:20])[C@@H:16]([OH:17])[CH2:15]1)(=[O:5])[CH:2]([CH3:4])[CH3:3].N1C=CN=C1.[Si:30](Cl)([C:33]([CH3:36])([CH3:35])[CH3:34])([CH3:32])[CH3:31]. (2) The reactants are: C[O:2][C:3](=[O:31])[CH:4]([CH2:7][NH:8][C:9]([C:11]1[N:12]=[C:13]([C:29]#[N:30])[C:14]2[C:19]([C:20]=1[OH:21])=[CH:18][CH:17]=[C:16]([O:22][C:23]1[CH:28]=[CH:27][CH:26]=[CH:25][CH:24]=1)[CH:15]=2)=[O:10])[CH2:5][CH3:6]. Given the product [C:29]([C:13]1[C:14]2[C:19](=[CH:18][CH:17]=[C:16]([O:22][C:23]3[CH:24]=[CH:25][CH:26]=[CH:27][CH:28]=3)[CH:15]=2)[C:20]([OH:21])=[C:11]([C:9]([NH:8][CH2:7][CH:4]([CH2:5][CH3:6])[C:3]([OH:31])=[O:2])=[O:10])[N:12]=1)#[N:30], predict the reactants needed to synthesize it. (3) Given the product [ClH:1].[ClH:1].[ClH:1].[CH3:22][N:21]([CH3:23])[CH:19]1[CH2:18][N:17]([CH:14]2[CH2:15][CH2:16][NH:11][CH2:12][CH2:13]2)[CH2:20]1, predict the reactants needed to synthesize it. The reactants are: [ClH:1].Cl.Cl.C([N:11]1[CH2:16][CH2:15][CH:14]([N:17]2[CH2:20][CH:19]([N:21]([CH3:23])[CH3:22])[CH2:18]2)[CH2:13][CH2:12]1)C1C=CC=CC=1.O. (4) Given the product [Br:15][CH:16]([CH3:20])[C:17]([NH:1][C:2]1[CH:7]=[CH:6][CH:5]=[C:4]([Br:8])[C:3]=1[OH:9])=[O:18], predict the reactants needed to synthesize it. The reactants are: [NH2:1][C:2]1[CH:7]=[CH:6][CH:5]=[C:4]([Br:8])[C:3]=1[OH:9].C(=O)(O)[O-].[Na+].[Br:15][CH:16]([CH3:20])[C:17](Cl)=[O:18]. (5) Given the product [CH3:6][NH:8][CH2:9][CH2:10][CH:11]1[CH2:12][CH2:13][N:14]([C:17]([O:19][CH2:20][C:21]2[CH:22]=[C:23]([Cl:28])[CH:24]=[C:25]([Cl:27])[CH:26]=2)=[O:18])[CH2:15][CH2:16]1, predict the reactants needed to synthesize it. The reactants are: C(O[C:6]([N:8](C)[CH2:9][CH2:10][CH:11]1[CH2:16][CH2:15][N:14]([C:17]([O:19][CH2:20][C:21]2[CH:26]=[C:25]([Cl:27])[CH:24]=[C:23]([Cl:28])[CH:22]=2)=[O:18])[CH2:13][CH2:12]1)=O)(C)(C)C.FC(F)(F)C(O)=O. (6) The reactants are: [Br:1][C:2]1[CH:27]=[CH:26][C:5]2[N:6]([C:9]3[S:13][C:12]([C:14]([O:16][CH3:17])=[O:15])=[C:11]([O:18][Si](C(C)(C)C)(C)C)[CH:10]=3)[CH:7]=[N:8][C:4]=2[CH:3]=1.[F-].C([N+](CCCC)(CCCC)CCCC)CCC. Given the product [Br:1][C:2]1[CH:27]=[CH:26][C:5]2[N:6]([C:9]3[S:13][C:12]([C:14]([O:16][CH3:17])=[O:15])=[C:11]([OH:18])[CH:10]=3)[CH:7]=[N:8][C:4]=2[CH:3]=1, predict the reactants needed to synthesize it.